From a dataset of Catalyst prediction with 721,799 reactions and 888 catalyst types from USPTO. Predict which catalyst facilitates the given reaction. (1) Reactant: [Cl:1][C:2]1[CH:9]=[CH:8][C:5]([CH:6]=[O:7])=[CH:4][C:3]=1[N+:10]([O-:12])=[O:11].[BH4-].[Na+]. Product: [Cl:1][C:2]1[CH:9]=[CH:8][C:5]([CH2:6][OH:7])=[CH:4][C:3]=1[N+:10]([O-:12])=[O:11]. The catalyst class is: 14. (2) Reactant: [CH3:1][O:2][C:3]1[CH:4]=[CH:5][C:6]2[NH:12][C:11](=[O:13])[N:10]([CH:14]3[CH2:19][CH2:18][N:17]([C:20]([O:22][C@@H:23]([C:41]([OH:43])=[O:42])[CH2:24][C:25]4[CH:30]=[C:29]([CH3:31])[C:28]([O:32]CC5C=CC=CC=5)=[C:27]([CH3:40])[CH:26]=4)=[O:21])[CH2:16][CH2:15]3)[CH2:9][CH2:8][C:7]=2[CH:44]=1. Product: [CH3:1][O:2][C:3]1[CH:4]=[CH:5][C:6]2[NH:12][C:11](=[O:13])[N:10]([CH:14]3[CH2:19][CH2:18][N:17]([C:20]([O:22][C@@H:23]([C:41]([OH:43])=[O:42])[CH2:24][C:25]4[CH:26]=[C:27]([CH3:40])[C:28]([OH:32])=[C:29]([CH3:31])[CH:30]=4)=[O:21])[CH2:16][CH2:15]3)[CH2:9][CH2:8][C:7]=2[CH:44]=1. The catalyst class is: 45. (3) Reactant: [S:1]1[CH2:5][CH2:4][N:3]=[C:2]1[C:6]1[NH:7][C:8]2[C:13]([CH:14]=1)=[CH:12][CH:11]=[CH:10][C:9]=2[N+:15]([O-])=O. Product: [S:1]1[CH2:5][CH2:4][N:3]=[C:2]1[C:6]1[NH:7][C:8]2[C:13]([CH:14]=1)=[CH:12][CH:11]=[CH:10][C:9]=2[NH2:15]. The catalyst class is: 19. (4) Reactant: [CH2:1]([O:3][C:4]1[C:12]2[C:11](=[O:13])[N:10]([C:14]3[CH:19]=[CH:18][C:17]([CH2:20][C:21]([O:23][CH2:24][CH3:25])=[O:22])=[C:16]([F:26])[CH:15]=3)[C:9](=[O:27])[C:8]=2[C:7]([O:28][CH2:29][CH3:30])=[C:6]2[CH:31]=[CH:32][CH:33]=[CH:34][C:5]=12)[CH3:2].O1CCCC1.[BH4-].[Na+]. Product: [CH2:29]([O:28][C:7]1[C:8]2[C:9](=[O:27])[N:10]([C:14]3[CH:19]=[CH:18][C:17]([CH2:20][C:21]([O:23][CH2:24][CH3:25])=[O:22])=[C:16]([F:26])[CH:15]=3)[CH:11]([OH:13])[C:12]=2[C:4]([O:3][CH2:1][CH3:2])=[C:5]2[CH:34]=[CH:33][CH:32]=[CH:31][C:6]=12)[CH3:30]. The catalyst class is: 5. (5) The catalyst class is: 56. Reactant: N1CCCC1.[H-].COCCO[Al+]OCCOC.[Na+].[H-].CC(C)([O-])C.C[O:26][C:27](=O)[C:28]1[CH:33]=[CH:32][C:31]([N:34]2[CH:38]=[C:37]([CH3:39])[N:36]=[CH:35]2)=[C:30]([O:40][CH3:41])[CH:29]=1.[OH-].[Na+]. Product: [CH3:41][O:40][C:30]1[CH:29]=[C:28]([CH:33]=[CH:32][C:31]=1[N:34]1[CH:38]=[C:37]([CH3:39])[N:36]=[CH:35]1)[CH:27]=[O:26]. (6) Reactant: [CH2:1]([O:3][P:4](/[CH:9]=[CH:10]/[C:11]1[C:12]([O:22][CH2:23][C:24]2[CH:46]=[CH:45][C:27]([O:28][CH2:29][C:30]3[N:31]=[C:32]([C:36]4[CH:44]=[CH:43][C:39]([C:40]([OH:42])=O)=[CH:38][CH:37]=4)[O:33][C:34]=3[CH3:35])=[C:26]([O:47][CH3:48])[CH:25]=2)=[N:13][N:14]([C:16]2[CH:21]=[CH:20][CH:19]=[CH:18][CH:17]=2)[CH:15]=1)([O:6][CH2:7][CH3:8])=[O:5])[CH3:2].Cl.C([N:52]=C=NCCCN(C)C)C.CN(C)C=O. Product: [C:40]([C:39]1[CH:38]=[CH:37][C:36]([C:32]2[O:33][C:34]([CH3:35])=[C:30]([CH2:29][O:28][C:27]3[CH:45]=[CH:46][C:24]([CH2:23][O:22][C:12]4[C:11](/[CH:10]=[CH:9]/[P:4](=[O:5])([O:3][CH2:1][CH3:2])[O:6][CH2:7][CH3:8])=[CH:15][N:14]([C:16]5[CH:17]=[CH:18][CH:19]=[CH:20][CH:21]=5)[N:13]=4)=[CH:25][C:26]=3[O:47][CH3:48])[N:31]=2)=[CH:44][CH:43]=1)(=[O:42])[NH2:52]. The catalyst class is: 6. (7) Product: [ClH:29].[C:19]1([S:25][CH2:26][CH2:27][N:16]2[C:9]3=[N:8][C:7]([C:4]4[CH:5]=[CH:6][N:1]=[CH:2][CH:3]=4)=[CH:12][C:11](=[O:13])[N:10]3[CH2:14][CH2:15]2)[CH:24]=[CH:23][CH:22]=[CH:21][CH:20]=1. The catalyst class is: 145. Reactant: [N:1]1[CH:6]=[CH:5][C:4]([C:7]2[N:8]=[C:9]3[NH:16][CH2:15][CH2:14][N:10]3[C:11](=[O:13])[CH:12]=2)=[CH:3][CH:2]=1.[H-].[Na+].[C:19]1([S:25][CH2:26][CH2:27]Br)[CH:24]=[CH:23][CH:22]=[CH:21][CH:20]=1.[ClH:29]. (8) Reactant: [CH3:1][O:2][C:3]1[CH:8]=[CH:7][C:6]([C:9]2[CH:14]=[CH:13][C:12]([C:15]([NH:17][C:18]3([C:25]([O:27][CH3:28])=[O:26])[CH2:24][CH2:23][CH2:22][CH2:21][CH2:20][CH2:19]3)=[O:16])=[C:11]([N+:29]([O-])=O)[CH:10]=2)=[CH:5][CH:4]=1. Product: [NH2:29][C:11]1[CH:10]=[C:9]([C:6]2[CH:5]=[CH:4][C:3]([O:2][CH3:1])=[CH:8][CH:7]=2)[CH:14]=[CH:13][C:12]=1[C:15]([NH:17][C:18]1([C:25]([O:27][CH3:28])=[O:26])[CH2:24][CH2:23][CH2:22][CH2:21][CH2:20][CH2:19]1)=[O:16]. The catalyst class is: 63.